Dataset: Full USPTO retrosynthesis dataset with 1.9M reactions from patents (1976-2016). Task: Predict the reactants needed to synthesize the given product. Given the product [F:1][C:2]1[C:3]([NH:14][CH2:15][C:16]2[CH:21]=[CH:20][N:19]=[CH:18][CH:17]=2)=[C:4]([CH:10]=[C:11]([C:36]2[CH:37]=[C:38]3[C:30]([C:25]4[CH:26]=[CH:27][CH:28]=[CH:29][C:24]=4[O:23][CH3:22])=[CH:31][N:32]([S:48]([C:51]4[CH:52]=[CH:53][C:54]([CH3:57])=[CH:55][CH:56]=4)(=[O:50])=[O:49])[C:33]3=[N:34][CH:35]=2)[CH:12]=1)[C:5]([N:7]([CH3:9])[CH3:8])=[O:6], predict the reactants needed to synthesize it. The reactants are: [F:1][C:2]1[C:3]([NH:14][CH2:15][C:16]2[CH:21]=[CH:20][N:19]=[CH:18][CH:17]=2)=[C:4]([CH:10]=[C:11](I)[CH:12]=1)[C:5]([N:7]([CH3:9])[CH3:8])=[O:6].[CH3:22][O:23][C:24]1[CH:29]=[CH:28][CH:27]=[CH:26][C:25]=1[C:30]1[C:38]2[C:33](=[N:34][CH:35]=[C:36](B3OC(C)(C)C(C)(C)O3)[CH:37]=2)[N:32]([S:48]([C:51]2[CH:56]=[CH:55][C:54]([CH3:57])=[CH:53][CH:52]=2)(=[O:50])=[O:49])[CH:31]=1.ClCCl.C(=O)([O-])[O-].[Na+].[Na+].